From a dataset of Reaction yield outcomes from USPTO patents with 853,638 reactions. Predict the reaction yield, written as a fraction of the theoretical maximum amount of product (1.0 means a 100% yield; for example, 0.34 means a 34% yield). (1) The reactants are [C:1]1([CH3:17])[CH:6]=[CH:5][CH:4]=[C:3]([O:7][C:8]2[CH:9]=[C:10]([CH:14]=[CH:15][CH:16]=2)C(O)=O)[CH:2]=1.Cl.[Cl:19][C:20]1[CH:21]=[C:22]2[C:26](=[CH:27][CH:28]=1)[NH:25][CH:24]=[C:23]2[CH2:29][CH2:30][NH2:31].CN([C:35]([O:39]N1N=NC2C=CC=NC1=2)=[N+](C)C)C.F[P-](F)(F)(F)(F)F.C(N(CC)C(C)C)(C)C. The catalyst is CN(C=O)C. The product is [Cl:19][C:20]1[CH:21]=[C:22]2[C:26](=[CH:27][CH:28]=1)[NH:25][CH:24]=[C:23]2[CH2:29][CH2:30][NH:31][C:35](=[O:39])[C:14]1[CH:15]=[CH:16][C:8]([O:7][C:3]2[CH:2]=[C:1]([CH3:17])[CH:6]=[CH:5][CH:4]=2)=[CH:9][CH:10]=1. The yield is 0.330. (2) The reactants are [CH3:1][O:2][C:3]1[CH:12]=[C:11]([O:13][CH3:14])[CH:10]=[C:9]2[C:4]=1[C:5](=[O:31])[NH:6][C:7]([C:15]1[CH:20]=[CH:19][C:18]([N:21]3[CH2:26][CH2:25][CH:24]([NH:27]C(=O)C)[CH2:23][CH2:22]3)=[CH:17][CH:16]=1)=[N:8]2.[OH-].[Na+]. The catalyst is Cl. The product is [NH2:27][CH:24]1[CH2:23][CH2:22][N:21]([C:18]2[CH:19]=[CH:20][C:15]([C:7]3[NH:6][C:5](=[O:31])[C:4]4[C:9](=[CH:10][C:11]([O:13][CH3:14])=[CH:12][C:3]=4[O:2][CH3:1])[N:8]=3)=[CH:16][CH:17]=2)[CH2:26][CH2:25]1. The yield is 0.960. (3) The reactants are [CH:1]([NH:4][C:5]1[CH:10]=[CH:9][CH:8]=[CH:7][C:6]=1[CH2:11][OH:12])([CH3:3])[CH3:2]. The catalyst is C1(C)C=CC=CC=1.[O-2].[O-2].[Mn+4]. The product is [CH:1]([NH:4][C:5]1[CH:10]=[CH:9][CH:8]=[CH:7][C:6]=1[CH:11]=[O:12])([CH3:3])[CH3:2]. The yield is 0.900. (4) The reactants are [Cl:1][C:2]1[CH:3]=[CH:4][C:5]([S:9][CH3:10])=[C:6]([CH:8]=1)[NH2:7].[Cl:11][C:12]1[CH:17]=[CH:16][C:15]([S:18](Cl)(=[O:20])=[O:19])=[C:14]([F:22])[CH:13]=1. No catalyst specified. The product is [Cl:11][C:12]1[CH:17]=[CH:16][C:15]([S:18]([NH:7][C:6]2[CH:8]=[C:2]([Cl:1])[CH:3]=[CH:4][C:5]=2[S:9][CH3:10])(=[O:19])=[O:20])=[C:14]([F:22])[CH:13]=1. The yield is 0.660. (5) The reactants are CC(C)([O-])C.[K+].[C:7]([O:11][C:12]([NH:14][CH:15]1[CH2:20][CH2:19][CH:18]([C:21]([O:23]CC)=[O:22])[CH2:17][CH2:16]1)=[O:13])([CH3:10])([CH3:9])[CH3:8].O.Cl. The catalyst is O1CCCC1. The product is [C:12]([NH:14][C@H:15]1[CH2:16][CH2:17][C@H:18]([C:21]([OH:23])=[O:22])[CH2:19][CH2:20]1)([O:11][C:7]([CH3:10])([CH3:9])[CH3:8])=[O:13]. The yield is 0.643. (6) The catalyst is ClCCl. The yield is 0.390. The product is [CH3:6][O:7][C:8]1[CH:9]=[C:10]([CH:11]2[S:5][CH2:1][CH2:2][CH2:3][S:4]2)[CH:13]=[CH:14][CH:15]=1. The reactants are [CH2:1]([SH:5])[CH2:2][CH2:3][SH:4].[CH3:6][O:7][C:8]1[CH:9]=[C:10]([CH:13]=[CH:14][CH:15]=1)[CH:11]=O. (7) The reactants are [NH:1]([C:3]([O:5][C:6]([CH3:9])([CH3:8])[CH3:7])=[O:4])[NH2:2].[F:10][C:11]([F:17])([F:16])[CH2:12][N:13]=[C:14]=[O:15].C1COCC1. The catalyst is C1C=CC=CC=1. The product is [F:10][C:11]([F:17])([F:16])[CH2:12][NH:13][C:14]([NH:2][NH:1][C:3]([O:5][C:6]([CH3:9])([CH3:8])[CH3:7])=[O:4])=[O:15]. The yield is 0.790. (8) The reactants are [C:1]([NH:9][C:10]1C=C(C=[C:52](C)[CH:53]=1)C(N[C@@H](CC1C=C(F)C=C(F)C=1)[C@@H]([C@H]1C[C@@H](OCCC)CN1C(OC(C)(C)C)=O)O[Si](C(C)(C)C)(C)C)=O)(=O)[C:2]1C=CC=C[CH:3]=1.C(OC([N:62]1[CH2:66][C@H:65]([O:67][CH2:68][CH2:69][CH3:70])[CH2:64][C@@H:63]1[C@@H:71]([O:95][Si](C(C)(C)C)(C)C)[C@@H:72]([NH:82][C:83]([C:85]1[CH:86]=[C:87]([CH:91]=[C:92]([CH3:94])[CH:93]=1)[C:88]([OH:90])=O)=[O:84])[CH2:73][C:74]1[CH:79]=[C:78]([F:80])[CH:77]=[C:76]([F:81])[CH:75]=1)=O)(C)(C)C.CCN(C(C)C)C(C)C.CN(C(ON1N=NC2C=CC=NC1=2)=[N+](C)C)C.F[P-](F)(F)(F)(F)F.C(NCCC)CC. The catalyst is ClCCl. The product is [F:81][C:76]1[CH:75]=[C:74]([CH2:73][C@H:72]([NH:82][C:83](=[O:84])[C:85]2[CH:93]=[C:92]([CH3:94])[CH:91]=[C:87]([C:88]([N:9]([CH2:10][CH2:53][CH3:52])[CH2:1][CH2:2][CH3:3])=[O:90])[CH:86]=2)[C@H:71]([OH:95])[C@H:63]2[CH2:64][C@@H:65]([O:67][CH2:68][CH2:69][CH3:70])[CH2:66][NH:62]2)[CH:79]=[C:78]([F:80])[CH:77]=1. The yield is 0.900. (9) The reactants are I[C:2]1[CH:11]=[CH:10][C:5]([C:6]([O:8][CH3:9])=[O:7])=[CH:4][CH:3]=1.C(=O)([O-])[O-].[Cs+].[Cs+].C(C1CCCCC1=O)(=O)C.[CH2:28]1[NH:33][CH2:32][CH2:31][N:30]2[CH2:34][CH2:35][CH2:36][CH:29]12. The catalyst is CN(C=O)C.[Cu]I. The product is [CH2:28]1[CH:29]2[CH2:36][CH2:35][CH2:34][N:30]2[CH2:31][CH2:32][N:33]1[C:2]1[CH:11]=[CH:10][C:5]([C:6]([O:8][CH3:9])=[O:7])=[CH:4][CH:3]=1. The yield is 0.602. (10) The catalyst is CS(C)=O. The product is [Br:1][C:2]1[CH:11]=[C:10]2[C:5]([C:6]([CH3:13])([CH3:14])[CH2:7][C:8](=[O:12])[N:9]2[CH2:18][CH3:19])=[CH:4][C:3]=1[CH3:15]. The yield is 0.880. The reactants are [Br:1][C:2]1[CH:11]=[C:10]2[C:5]([C:6]([CH3:14])([CH3:13])[CH2:7][C:8](=[O:12])[NH:9]2)=[CH:4][C:3]=1[CH3:15].[OH-].[K+].[CH2:18](I)[CH3:19].